Dataset: Peptide-MHC class I binding affinity with 185,985 pairs from IEDB/IMGT. Task: Regression. Given a peptide amino acid sequence and an MHC pseudo amino acid sequence, predict their binding affinity value. This is MHC class I binding data. (1) The peptide sequence is VPSGDVVRF. The MHC is HLA-B40:01 with pseudo-sequence HLA-B40:01. The binding affinity (normalized) is 0.0847. (2) The peptide sequence is AVLSAATETY. The MHC is HLA-A03:01 with pseudo-sequence HLA-A03:01. The binding affinity (normalized) is 0.494. (3) The peptide sequence is KIMDYGKYK. The MHC is HLA-A11:01 with pseudo-sequence HLA-A11:01. The binding affinity (normalized) is 0.699. (4) The peptide sequence is LYNTVATLY. The binding affinity (normalized) is 0.0847. The MHC is HLA-B08:01 with pseudo-sequence HLA-B08:01. (5) The MHC is HLA-A02:02 with pseudo-sequence HLA-A02:02. The peptide sequence is KLFTHDIML. The binding affinity (normalized) is 0.996.